From a dataset of Peptide-MHC class I binding affinity with 185,985 pairs from IEDB/IMGT. Regression. Given a peptide amino acid sequence and an MHC pseudo amino acid sequence, predict their binding affinity value. This is MHC class I binding data. (1) The peptide sequence is AAIANQAVV. The MHC is H-2-Kb with pseudo-sequence H-2-Kb. The binding affinity (normalized) is 0. (2) The peptide sequence is YIDVNEEYT. The MHC is HLA-A02:06 with pseudo-sequence HLA-A02:06. The binding affinity (normalized) is 0.332. (3) The peptide sequence is GMAEDLQSL. The MHC is HLA-A02:01 with pseudo-sequence HLA-A02:01. The binding affinity (normalized) is 0.613.